This data is from Reaction yield outcomes from USPTO patents with 853,638 reactions. The task is: Predict the reaction yield, written as a fraction of the theoretical maximum amount of product (1.0 means a 100% yield; for example, 0.34 means a 34% yield). (1) The reactants are [CH3:1][C:2](=[O:7])[CH2:3][C:4](=[O:6])[CH3:5].[CH3:8][O:9][C:10]1[CH:17]=[CH:16][C:13]([CH:14]=O)=[CH:12][CH:11]=1.B([O:19][CH2:20][CH2:21][CH2:22]C)([O:19][CH2:20][CH2:21][CH2:22]C)[O:19][CH2:20][CH2:21][CH2:22]C.[CH2:34](N)[CH2:35][CH2:36][CH3:37].Cl.[C:40](OCC)(=O)C. No catalyst specified. The product is [CH3:8][O:9][C:10]1[CH:17]=[CH:16][C:13]([CH:14]=[CH:1][C:2](=[O:7])[CH2:3][C:4](=[O:6])[CH:5]=[CH:37][C:36]2[CH:22]=[CH:21][C:20]([O:19][CH3:40])=[CH:34][CH:35]=2)=[CH:12][CH:11]=1. The yield is 0.840. (2) The reactants are [NH2:1][C@@H:2]([CH3:18])[CH2:3][N:4]1[CH:8]=[CH:7][C:6]([C:9]2[CH:16]=[CH:15][C:12]([C:13]#[N:14])=[C:11]([Cl:17])[CH:10]=2)=[N:5]1.[CH2:19]([C:21]1[N:25]=[C:24]([C:26](O)=[O:27])[O:23][N:22]=1)[CH3:20]. The catalyst is CC#N. The product is [Cl:17][C:11]1[CH:10]=[C:9]([C:6]2[CH:7]=[CH:8][N:4]([CH2:3][C@@H:2]([NH:1][C:26]([C:24]3[O:23][N:22]=[C:21]([CH2:19][CH3:20])[N:25]=3)=[O:27])[CH3:18])[N:5]=2)[CH:16]=[CH:15][C:12]=1[C:13]#[N:14]. The yield is 0.110. (3) The product is [CH2:29]([O:24][C:23]([C:2]1[N:3]=[N:4][C:5]([O:8][CH2:9][C:10]2[N:11]([C:16]3[CH:21]=[CH:20][C:19]([F:22])=[CH:18][CH:17]=3)[N:12]=[N:13][C:14]=2[CH3:15])=[CH:6][CH:7]=1)=[O:26])[CH3:30]. The reactants are Cl[C:2]1[N:3]=[N:4][C:5]([O:8][CH2:9][C:10]2[N:11]([C:16]3[CH:21]=[CH:20][C:19]([F:22])=[CH:18][CH:17]=3)[N:12]=[N:13][C:14]=2[CH3:15])=[CH:6][CH:7]=1.[C:23](=[O:26])([O-])[O-:24].[Na+].[Na+].[CH2:29](O)[CH3:30]. The yield is 0.930. The catalyst is C1(P(C2C=CC=CC=2)[C-]2C=CC=C2)C=CC=CC=1.[C-]1(P(C2C=CC=CC=2)C2C=CC=CC=2)C=CC=C1.[Fe+2].C([O-])(=O)C.[Pd+2].C([O-])(=O)C.